Dataset: Catalyst prediction with 721,799 reactions and 888 catalyst types from USPTO. Task: Predict which catalyst facilitates the given reaction. (1) Reactant: [Cl:1][C:2]1[C:7]([Cl:8])=[CH:6][N:5]=[C:4]([NH:9]C(=O)C(C)(C)C)[CH:3]=1.[N+:16]([O-])([OH:18])=[O:17].[OH-].[Na+]. Product: [Cl:1][C:2]1[C:7]([Cl:8])=[CH:6][N:5]=[C:4]([NH2:9])[C:3]=1[N+:16]([O-:18])=[O:17]. The catalyst class is: 82. (2) Reactant: [Br:1][C:2]1[CH:3]=[C:4]([N+:11]([O-:13])=[O:12])[CH:5]=[C:6]2[C:10]=1[NH:9][CH2:8][CH2:7]2.ClC1C(=O)C(C#N)=C(C#N)C(=O)C=1Cl. Product: [Br:1][C:2]1[CH:3]=[C:4]([N+:11]([O-:13])=[O:12])[CH:5]=[C:6]2[C:10]=1[NH:9][CH:8]=[CH:7]2. The catalyst class is: 21. (3) Reactant: [NH:1]1[CH:5]=[CH:4][C:3]([C:6]([O:8][C:9]([CH3:12])([CH3:11])[CH3:10])=[O:7])=[N:2]1.Br[CH2:14][CH2:15][N:16]1[C:20](=[O:21])[C:19]2=[CH:22][CH:23]=[CH:24][CH:25]=[C:18]2[C:17]1=[O:26].C(=O)([O-])[O-].[Cs+].[Cs+]. Product: [O:26]=[C:17]1[C:18]2[C:19](=[CH:22][CH:23]=[CH:24][CH:25]=2)[C:20](=[O:21])[N:16]1[CH2:15][CH2:14][N:1]1[CH:5]=[CH:4][C:3]([C:6]([O:8][C:9]([CH3:12])([CH3:11])[CH3:10])=[O:7])=[N:2]1. The catalyst class is: 18. (4) Reactant: C([O-])([O-])=O.[Cs+].[Cs+].[Br:7][C:8]1[CH:9]=[N:10][NH:11][CH:12]=1.Cl[CH2:14][CH:15]1[CH2:19][O:18][C:17]([CH3:21])([CH3:20])[O:16]1.O. Product: [Br:7][C:8]1[CH:9]=[N:10][N:11]([CH2:14][CH:15]2[CH2:19][O:18][C:17]([CH3:21])([CH3:20])[O:16]2)[CH:12]=1. The catalyst class is: 31. (5) Reactant: O1CCOCC1.I[C:8]1[CH:9]=[C:10]([C@H:16]2[CH2:19][C@H:18]([C:20]([O:22][CH3:23])=[O:21])[CH2:17]2)[CH:11]=[CH:12][C:13]=1[O:14][CH3:15].[B:24]1([B:24]2[O:28][C:27]([CH3:30])([CH3:29])[C:26]([CH3:32])([CH3:31])[O:25]2)[O:28][C:27]([CH3:30])([CH3:29])[C:26]([CH3:32])([CH3:31])[O:25]1.C([O-])(=O)C.[K+]. Product: [CH3:15][O:14][C:13]1[CH:12]=[CH:11][C:10]([C@H:16]2[CH2:19][C@H:18]([C:20]([O:22][CH3:23])=[O:21])[CH2:17]2)=[CH:9][C:8]=1[B:24]1[O:28][C:27]([CH3:30])([CH3:29])[C:26]([CH3:32])([CH3:31])[O:25]1. The catalyst class is: 16. (6) Product: [F:1][C:2]1[CH:3]=[CH:4][C:5]([N:8]([C:17]([C@@H:13]2[CH2:14][CH2:15][CH2:16][N:12]2[CH2:10][CH3:11])=[O:18])[NH2:9])=[N:6][CH:7]=1. The catalyst class is: 3. Reactant: [F:1][C:2]1[CH:3]=[CH:4][C:5]([NH:8][NH2:9])=[N:6][CH:7]=1.[CH2:10]([N:12]1[CH2:16][CH2:15][CH2:14][C@H:13]1[C:17](O)=[O:18])[CH3:11].C(Cl)CCl.C1C=CC2N(O)N=NC=2C=1.O.